This data is from Full USPTO retrosynthesis dataset with 1.9M reactions from patents (1976-2016). The task is: Predict the reactants needed to synthesize the given product. (1) Given the product [I:10][C:11]1[CH:12]=[CH:13][C:14]([NH:20][C:1]([O:3][CH2:4][C:5]([Cl:8])([Cl:7])[Cl:6])=[O:2])=[C:15]([CH:19]=1)[C:16]([OH:18])=[O:17], predict the reactants needed to synthesize it. The reactants are: [C:1](Cl)([O:3][CH2:4][C:5]([Cl:8])([Cl:7])[Cl:6])=[O:2].[I:10][C:11]1[CH:19]=[C:15]([C:16]([OH:18])=[O:17])[C:14]([NH2:20])=[CH:13][CH:12]=1.N1C=CC=CC=1. (2) Given the product [CH3:38][N:39]([C@@H:40]([C:42]1[O:43][C:44]2[CH:51]=[CH:50][CH:49]=[CH:48][C:45]=2[C:46]=1[CH3:47])[CH3:41])[C:25](=[O:27])/[CH:24]=[CH:23]/[C:20]1[CH:21]=[N:22][C:15]2[NH:14][C:13](=[O:12])[CH2:18][O:17][C:16]=2[CH:19]=1, predict the reactants needed to synthesize it. The reactants are: C(Cl)CCl.FC(F)(F)C(O)=O.[O:12]=[C:13]1[CH2:18][O:17][C:16]2[CH:19]=[C:20](/[CH:23]=[CH:24]/[C:25]([OH:27])=O)[CH:21]=[N:22][C:15]=2[NH:14]1.C1C=CC2N(O)N=NC=2C=1.[CH3:38][NH:39][C@@H:40]([C:42]1[O:43][C:44]2[CH:51]=[CH:50][CH:49]=[CH:48][C:45]=2[C:46]=1[CH3:47])[CH3:41].C(N(C(C)C)C(C)C)C. (3) Given the product [Si:17]([O:1][CH2:2][C@H:3]1[NH:8][CH2:7][C@H:6]([C:9]([O:11][CH3:12])=[O:10])[CH2:5][CH2:4]1)([C:13]([CH3:16])([CH3:15])[CH3:14])([CH3:19])[CH3:18], predict the reactants needed to synthesize it. The reactants are: [OH:1][CH2:2][C@H:3]1[NH:8][CH2:7][C@H:6]([C:9]([O:11][CH3:12])=[O:10])[CH2:5][CH2:4]1.[C:13]([Si:17](Cl)([CH3:19])[CH3:18])([CH3:16])([CH3:15])[CH3:14].N1C=NCC=1. (4) Given the product [CH:31]1([NH:37][C:5]([NH:6][C:7]2[C:8]([CH3:27])=[C:9]([CH3:26])[C:10]3[O:14][CH2:13][CH:12]([C:15]4[CH:16]=[CH:17][C:18]([CH:21]([CH3:23])[CH3:22])=[CH:19][CH:20]=4)[C:11]=3[C:24]=2[CH3:25])=[O:28])[CH2:36][CH2:35][CH2:34][CH2:33][CH2:32]1, predict the reactants needed to synthesize it. The reactants are: ClC(Cl)(Cl)CO[C:5](=[O:28])[NH:6][C:7]1[C:8]([CH3:27])=[C:9]([CH3:26])[C:10]2[O:14][CH2:13][CH:12]([C:15]3[CH:20]=[CH:19][C:18]([CH:21]([CH3:23])[CH3:22])=[CH:17][CH:16]=3)[C:11]=2[C:24]=1[CH3:25].[CH:31]1([NH2:37])[CH2:36][CH2:35][CH2:34][CH2:33][CH2:32]1. (5) The reactants are: C(OC([NH:8][C@H:9]([CH2:16][C:17]1[CH:22]=[CH:21][C:20]([C:23]2[CH:28]=[C:27]([F:29])[CH:26]=[CH:25][C:24]=2[O:30][CH3:31])=[CH:19][CH:18]=1)[CH2:10][C:11]([O:13][CH2:14][CH3:15])=[O:12])=O)(C)(C)C.O1CCOCC1.[ClH:38]. Given the product [ClH:38].[NH2:8][C@H:9]([CH2:16][C:17]1[CH:22]=[CH:21][C:20]([C:23]2[CH:28]=[C:27]([F:29])[CH:26]=[CH:25][C:24]=2[O:30][CH3:31])=[CH:19][CH:18]=1)[CH2:10][C:11]([O:13][CH2:14][CH3:15])=[O:12], predict the reactants needed to synthesize it. (6) Given the product [N:14]1([C:11]([C@H:8]2[CH2:7][CH2:6][C@H:5]([C:3]([O:2][CH3:1])=[O:4])[CH2:10][CH2:9]2)=[O:13])[CH2:18][CH2:17][CH2:16][CH2:15]1, predict the reactants needed to synthesize it. The reactants are: [CH3:1][O:2][C:3]([C@H:5]1[CH2:10][CH2:9][C@H:8]([C:11]([OH:13])=O)[CH2:7][CH2:6]1)=[O:4].[NH:14]1[CH2:18][CH2:17][CH2:16][CH2:15]1.C(N(CC)CC)C.